This data is from Forward reaction prediction with 1.9M reactions from USPTO patents (1976-2016). The task is: Predict the product of the given reaction. (1) Given the reactants [Cl:1][C:2]1[C:11]([N+:12]([O-])=O)=[C:10]([NH:15][CH2:16][CH2:17][C:18]2[O:22][N:21]=[C:20]([C:23]3[CH:28]=[CH:27][C:26]([F:29])=[CH:25][CH:24]=3)[CH:19]=2)[C:9]2[C:4](=[CH:5][CH:6]=[CH:7][CH:8]=2)[N:3]=1, predict the reaction product. The product is: [Cl:1][C:2]1[C:11]([NH2:12])=[C:10]([NH:15][CH2:16][CH2:17][C:18]2[O:22][N:21]=[C:20]([C:23]3[CH:24]=[CH:25][C:26]([F:29])=[CH:27][CH:28]=3)[CH:19]=2)[C:9]2[C:4](=[CH:5][CH:6]=[CH:7][CH:8]=2)[N:3]=1. (2) The product is: [Br:1][C:2]1[CH:7]=[C:6]([F:8])[CH:5]=[CH:4][C:3]=1[CH:9]1[N:10]=[C:11]([N:22]2[CH:26]=[N:25][CH:24]=[N:23]2)[NH:12][C:13]([CH2:20][N:28]2[CH2:33][CH2:32][O:31][CH:30]([CH2:34][C:35]([OH:37])=[O:36])[CH2:29]2)=[C:14]1[C:15]([O:17][CH2:18][CH3:19])=[O:16]. Given the reactants [Br:1][C:2]1[CH:7]=[C:6]([F:8])[CH:5]=[CH:4][C:3]=1[CH:9]1[C:14]([C:15]([O:17][CH2:18][CH3:19])=[O:16])=[C:13]([CH2:20]Br)[NH:12][C:11]([N:22]2[CH:26]=[N:25][CH:24]=[N:23]2)=[N:10]1.Cl.[NH:28]1[CH2:33][CH2:32][O:31][CH:30]([CH2:34][C:35]([OH:37])=[O:36])[CH2:29]1, predict the reaction product. (3) Given the reactants [C:1]1([CH2:11][C:12]#[N:13])[C:10]2[C:5](=[CH:6][CH:7]=[CH:8][CH:9]=2)[CH:4]=[CH:3][CH:2]=1.[H-].[Al+3].[Li+].[H-].[H-].[H-].O.[OH-].[Na+], predict the reaction product. The product is: [C:1]1([CH2:11][CH2:12][NH2:13])[C:10]2[C:5](=[CH:6][CH:7]=[CH:8][CH:9]=2)[CH:4]=[CH:3][CH:2]=1.